This data is from Catalyst prediction with 721,799 reactions and 888 catalyst types from USPTO. The task is: Predict which catalyst facilitates the given reaction. (1) Reactant: [N:1]1[CH:6]=[CH:5][CH:4]=[C:3]([O:7][CH2:8][CH2:9][OH:10])[CH:2]=1.CN1CCOCC1.ClC(OC1C=CC([N+]([O-])=O)=CC=1)=O.[CH:31]([CH:34]1[C:39]2[N:40]=[CH:41][NH:42][C:38]=2[CH2:37][CH2:36][N:35]1[C:43](OCC1SC=CN=1)=[O:44])([CH3:33])[CH3:32].CCN(C(C)C)C(C)C. Product: [CH:31]([CH:34]1[C:39]2[N:40]=[CH:41][NH:42][C:38]=2[CH2:37][CH2:36][N:35]1[C:43]([O:10][CH2:9][CH2:8][O:7][C:3]1[CH:2]=[N:1][CH:6]=[CH:5][CH:4]=1)=[O:44])([CH3:33])[CH3:32]. The catalyst class is: 2. (2) Reactant: [CH3:1][C:2]1[N:3]([CH2:16][CH2:17][CH3:18])[N:4]=[C:5]2[C:14]=1[C:13]1[CH:12]=[CH:11][CH:10]=[CH:9][C:8]=1[N:7]=[C:6]2[NH2:15].[C:19](O[C:19]([O:21][C:22]([CH3:25])([CH3:24])[CH3:23])=[O:20])([O:21][C:22]([CH3:25])([CH3:24])[CH3:23])=[O:20]. Product: [CH3:1][C:2]1[N:3]([CH2:16][CH2:17][CH3:18])[N:4]=[C:5]2[C:14]=1[C:13]1[CH:12]=[CH:11][CH:10]=[CH:9][C:8]=1[N:7]=[C:6]2[N:15]([C:19]([O:21][C:22]([CH3:25])([CH3:24])[CH3:23])=[O:20])[C:19]([O:21][C:22]([CH3:25])([CH3:24])[CH3:23])=[O:20]. The catalyst class is: 367.